Dataset: Forward reaction prediction with 1.9M reactions from USPTO patents (1976-2016). Task: Predict the product of the given reaction. (1) Given the reactants [CH3:1][O:2][C:3]1[CH:4]=[C:5]2[C:10](=[CH:11][CH:12]=1)[CH:9]=[C:8]([C:13]1[O:14][C:15]3[CH:27]=[CH:26][CH:25]=[CH:24][C:16]=3[C:17]=1[CH:18](O)[CH2:19][CH2:20][CH2:21][CH3:22])[CH:7]=[CH:6]2.C([SiH](CC)CC)C.FC(F)(F)C(O)=O, predict the reaction product. The product is: [CH3:1][O:2][C:3]1[CH:4]=[C:5]2[C:10](=[CH:11][CH:12]=1)[CH:9]=[C:8]([C:13]1[O:14][C:15]3[CH:27]=[CH:26][CH:25]=[CH:24][C:16]=3[C:17]=1[CH2:18][CH2:19][CH2:20][CH2:21][CH3:22])[CH:7]=[CH:6]2. (2) Given the reactants [C:1]([C:4]1[CH:9]=[CH:8][CH:7]=[CH:6][CH:5]=1)(=[O:3])[CH3:2].CO[CH:12](OC)[N:13]([CH3:15])[CH3:14], predict the reaction product. The product is: [CH3:12][N:13]([CH3:15])[CH:14]=[CH:2][C:1]([C:4]1[CH:9]=[CH:8][CH:7]=[CH:6][CH:5]=1)=[O:3]. (3) The product is: [NH2:18][C:17]1[CH:16]=[CH:15][C:4]([C:5]([NH:7][CH:8]2[CH2:9][CH2:10][N:11]([CH3:14])[CH2:12][CH2:13]2)=[O:6])=[CH:3][C:2]=1[Cl:1]. Given the reactants [Cl:1][C:2]1[CH:3]=[C:4]([CH:15]=[CH:16][C:17]=1[N+:18]([O-])=O)[C:5]([NH:7][CH:8]1[CH2:13][CH2:12][N:11]([CH3:14])[CH2:10][CH2:9]1)=[O:6], predict the reaction product.